From a dataset of Reaction yield outcomes from USPTO patents with 853,638 reactions. Predict the reaction yield, written as a fraction of the theoretical maximum amount of product (1.0 means a 100% yield; for example, 0.34 means a 34% yield). (1) The reactants are [CH3:1][S:2](Cl)(=[O:4])=[O:3].[CH3:6][C:7]1[CH:16]=[CH:15][C:14]2[C:9](=[CH:10][CH:11]=[CH:12][C:13]=2[N:17]2[CH2:22][CH2:21][N:20]([CH2:23][CH2:24][C:25]3[CH:26]=[C:27]([CH:29]=[CH:30][CH:31]=3)[NH2:28])[CH2:19][CH2:18]2)[N:8]=1. The product is [CH3:6][C:7]1[CH:16]=[CH:15][C:14]2[C:9](=[CH:10][CH:11]=[CH:12][C:13]=2[N:17]2[CH2:18][CH2:19][N:20]([CH2:23][CH2:24][C:25]3[CH:26]=[C:27]([NH:28][S:2]([CH3:1])(=[O:4])=[O:3])[CH:29]=[CH:30][CH:31]=3)[CH2:21][CH2:22]2)[N:8]=1. The catalyst is N1C=CC=CC=1. The yield is 0.440. (2) The reactants are [CH:1]1([C:4]2[CH:5]=[CH:6][C:7]([NH:15][C:16]3[CH:17]=[N:18][C:19]([O:28][CH3:29])=[C:20]([C:22]4[CH:27]=[CH:26][CH:25]=[CH:24][CH:23]=4)[CH:21]=3)=[C:8]([CH:14]=2)[C:9]([O:11]CC)=[O:10])[CH2:3][CH2:2]1.[OH-].[Na+]. The catalyst is C(O)C.O.CO.N. The product is [CH:1]1([C:4]2[CH:5]=[CH:6][C:7]([NH:15][C:16]3[CH:17]=[N:18][C:19]([O:28][CH3:29])=[C:20]([C:22]4[CH:23]=[CH:24][CH:25]=[CH:26][CH:27]=4)[CH:21]=3)=[C:8]([CH:14]=2)[C:9]([OH:11])=[O:10])[CH2:2][CH2:3]1. The yield is 0.770. (3) The reactants are [C:1]([C:9]1[S:10][CH:11]=[C:12]([Br:15])[C:13]=1Br)(=O)[C:2]1[CH:7]=[CH:6][CH:5]=[CH:4][CH:3]=1.C([O-])([O-])=O.[K+].[K+].[C:22]([O:26][CH2:27][CH3:28])(=[O:25])[CH2:23][SH:24].O. The catalyst is CN(C=O)C. The product is [Br:15][C:12]1[C:13]2[S:24][C:23]([C:22]([O:26][CH2:27][CH3:28])=[O:25])=[C:1]([C:2]3[CH:7]=[CH:6][CH:5]=[CH:4][CH:3]=3)[C:9]=2[S:10][CH:11]=1. The yield is 0.800. (4) The reactants are [C:1]([C:5]1[C:13]2[C:8](=[CH:9][CH:10]=[C:11]([N+:14]([O-])=O)[CH:12]=2)[NH:7][CH:6]=1)([CH3:4])([CH3:3])[CH3:2]. The catalyst is CO.[Ni]. The product is [C:1]([C:5]1[C:13]2[C:8](=[CH:9][CH:10]=[C:11]([NH2:14])[CH:12]=2)[NH:7][CH:6]=1)([CH3:4])([CH3:2])[CH3:3]. The yield is 0.190.